This data is from Full USPTO retrosynthesis dataset with 1.9M reactions from patents (1976-2016). The task is: Predict the reactants needed to synthesize the given product. (1) Given the product [Cl:22][C:23]1[CH:24]=[C:25]([CH:28]=[C:29]([O:31][C:32]2[C:33](=[O:42])[N:34]([CH2:2][C:3]3[CH:8]=[C:7]([CH:9]([F:11])[F:10])[N:6]=[N:5][C:4]=3[O:12][CH3:13])[CH:35]=[CH:36][C:37]=2[C:38]([F:39])([F:40])[F:41])[CH:30]=1)[C:26]#[N:27], predict the reactants needed to synthesize it. The reactants are: Cl[CH2:2][C:3]1[CH:8]=[C:7]([CH:9]([F:11])[F:10])[N:6]=[N:5][C:4]=1[O:12][CH3:13].C(=O)([O-])[O-].[K+].[K+].[Li+].[Br-].[Cl:22][C:23]1[CH:24]=[C:25]([CH:28]=[C:29]([O:31][C:32]2[C:33](=[O:42])[NH:34][CH:35]=[CH:36][C:37]=2[C:38]([F:41])([F:40])[F:39])[CH:30]=1)[C:26]#[N:27]. (2) Given the product [CH3:15][S:12]([C:8]1[CH:9]=[C:10]2[C:5](=[CH:6][CH:7]=1)[N:4]=[CH:3][C:2]([CH:18]=[CH2:19])=[CH:11]2)(=[O:14])=[O:13], predict the reactants needed to synthesize it. The reactants are: Br[C:2]1[CH:3]=[N:4][C:5]2[C:10]([CH:11]=1)=[CH:9][C:8]([S:12]([CH3:15])(=[O:14])=[O:13])=[CH:7][CH:6]=2.B1(C=C)O[C:19](C)(C)[C:18](C)(C)O1.C([O-])([O-])=O.[Na+].[Na+].C(Cl)Cl.